This data is from CYP2C19 inhibition data for predicting drug metabolism from PubChem BioAssay. The task is: Regression/Classification. Given a drug SMILES string, predict its absorption, distribution, metabolism, or excretion properties. Task type varies by dataset: regression for continuous measurements (e.g., permeability, clearance, half-life) or binary classification for categorical outcomes (e.g., BBB penetration, CYP inhibition). Dataset: cyp2c19_veith. The compound is Cc1cccc(C)c1NC(=O)CCN1C(=O)C2C3CCC(C3)C2C1=O. The result is 0 (non-inhibitor).